Dataset: Forward reaction prediction with 1.9M reactions from USPTO patents (1976-2016). Task: Predict the product of the given reaction. (1) Given the reactants Cl.[NH2:2][OH:3].[C:4]([C@H:6]1[CH2:11][N:10]([C:12]([O:14][C:15]([CH3:18])([CH3:17])[CH3:16])=[O:13])[C@@H:9]([CH3:19])[CH2:8][CH2:7]1)#[N:5].CCN(CC)CC, predict the reaction product. The product is: [NH2:5][C:4](=[N:2][OH:3])[C@H:6]1[CH2:11][N:10]([C:12]([O:14][C:15]([CH3:18])([CH3:17])[CH3:16])=[O:13])[C@@H:9]([CH3:19])[CH2:8][CH2:7]1. (2) Given the reactants [F:1][C:2]1[N:7]=[C:6]([C:8]([NH2:10])=[O:9])[C:5]([N+:11]([O-])=O)=[CH:4][CH:3]=1, predict the reaction product. The product is: [NH2:11][C:5]1[C:6]([C:8]([NH2:10])=[O:9])=[N:7][C:2]([F:1])=[CH:3][CH:4]=1. (3) Given the reactants O[N:2]=[CH:3][C:4]1[C:5]([F:17])=[C:6]([CH:12]=[C:13]([F:16])[C:14]=1[F:15])[C:7]([O:9][CH2:10][CH3:11])=[O:8], predict the reaction product. The product is: [C:3]([C:4]1[C:5]([F:17])=[C:6]([CH:12]=[C:13]([F:16])[C:14]=1[F:15])[C:7]([O:9][CH2:10][CH3:11])=[O:8])#[N:2].